From a dataset of Full USPTO retrosynthesis dataset with 1.9M reactions from patents (1976-2016). Predict the reactants needed to synthesize the given product. (1) Given the product [Cl:1][C:2]1[CH:3]=[C:4]([O:8][C:9]2[CH:14]=[CH:13][C:12]([CH2:15][O:16][C:31]3[CH:32]=[C:33]4[NH:25][C:26]([CH3:37])([CH3:36])[CH2:27][N:28]4[C:29](=[O:35])[N:30]=3)=[CH:11][C:10]=2[F:17])[CH:5]=[N:6][CH:7]=1, predict the reactants needed to synthesize it. The reactants are: [Cl:1][C:2]1[CH:3]=[C:4]([O:8][C:9]2[CH:14]=[CH:13][C:12]([CH2:15][OH:16])=[CH:11][C:10]=2[F:17])[CH:5]=[N:6][CH:7]=1.C(OC([N:25]1[C:33]2[N:28]([C:29](=[O:35])[N:30]=[C:31](Cl)[CH:32]=2)[CH2:27][C:26]1([CH3:37])[CH3:36])=O)(C)(C)C. (2) Given the product [OH:38][C@@H:36]([CH3:37])[C:34]([N:2]1[CH2:6][CH2:5][C@@H:4]([NH:7][C:8]([C:10]2[C:14]3[N:15]=[CH:16][N:17]=[C:18]([C:19]4[CH:24]=[C:23]([F:25])[C:22]([O:26][CH3:27])=[CH:21][C:20]=4[O:28][CH2:29][CH:30]4[CH2:31][CH2:32]4)[C:13]=3[NH:12][CH:11]=2)=[O:9])[CH2:3]1)=[O:35], predict the reactants needed to synthesize it. The reactants are: Cl.[NH:2]1[CH2:6][CH2:5][C@@H:4]([NH:7][C:8]([C:10]2[C:14]3[N:15]=[CH:16][N:17]=[C:18]([C:19]4[CH:24]=[C:23]([F:25])[C:22]([O:26][CH3:27])=[CH:21][C:20]=4[O:28][CH2:29][CH:30]4[CH2:32][CH2:31]4)[C:13]=3[NH:12][CH:11]=2)=[O:9])[CH2:3]1.Cl[C:34]([C@@H:36]([O:38]C(=O)C)[CH3:37])=[O:35]. (3) Given the product [CH2:11]1[C:12]2=[C:13]3[C:4](=[CH:3][CH:2]=[CH:1]2)[CH2:5][CH2:6][CH2:7][CH:8]3[CH2:9][CH2:10]1, predict the reactants needed to synthesize it. The reactants are: [C:1]1(=O)[C:12]2=[C:13]3[C:8](=[CH:9][CH:10]=[CH:11]2)[CH2:7][CH2:6][CH2:5][CH:4]3[CH2:3][CH2:2]1.[BH4-].[Na+].[Cl-].[Al+3].[Cl-].[Cl-]. (4) Given the product [CH3:19][O:18][C:15]1[CH:16]=[CH:17][C:12]([C:10]2[N:41]=[C:21]([C:23]3([CH3:36])[CH2:28][CH2:27][NH:26][CH2:25][CH2:24]3)[O:20][C:9]=2[C:6]2[CH:7]=[CH:8][C:3]([O:2][CH3:1])=[CH:4][CH:5]=2)=[CH:13][CH:14]=1, predict the reactants needed to synthesize it. The reactants are: [CH3:1][O:2][C:3]1[CH:8]=[CH:7][C:6]([CH:9]([O:20][C:21]([C:23]2([CH3:36])[CH2:28][CH2:27][N:26](C(OC(C)(C)C)=O)[CH2:25][CH2:24]2)=O)[C:10]([C:12]2[CH:17]=[CH:16][C:15]([O:18][CH3:19])=[CH:14][CH:13]=2)=O)=[CH:5][CH:4]=1.C([O-])(=O)C.[NH4+:41].[OH-].[Na+].C(=O)(O)[O-].[Na+]. (5) Given the product [Br:17][C:18]1[CH:23]=[C:22]([C:24]2([C:26]([F:29])([F:28])[F:27])[O:1][N:2]=[C:3]([C:4]3[CH:15]=[CH:14][C:7]4[B:8]([OH:13])[O:9][C:10]([CH3:12])([CH3:11])[C:6]=4[CH:5]=3)[CH2:25]2)[CH:21]=[C:20]([Br:30])[C:19]=1[Cl:31], predict the reactants needed to synthesize it. The reactants are: [OH:1][N:2]=[C:3](Cl)[C:4]1[CH:15]=[CH:14][C:7]2[B:8]([OH:13])[O:9][C:10]([CH3:12])([CH3:11])[C:6]=2[CH:5]=1.[Br:17][C:18]1[CH:23]=[C:22]([C:24]([C:26]([F:29])([F:28])[F:27])=[CH2:25])[CH:21]=[C:20]([Br:30])[C:19]=1[Cl:31].CC(=O)OCC.